The task is: Predict which catalyst facilitates the given reaction.. This data is from Catalyst prediction with 721,799 reactions and 888 catalyst types from USPTO. (1) Reactant: Br[CH2:2][C:3]1[C:8]([F:9])=[CH:7][CH:6]=[C:5]([C:10]2[C:15]([CH3:16])=[CH:14][CH:13]=[CH:12][C:11]=2[CH3:17])[N:4]=1.[OH:18][C:19]1[N:24]=[CH:23][C:22]2[CH:25]3[CH:28]([C:29]([O:31][CH2:32][CH3:33])=[O:30])[CH:26]3[CH2:27][C:21]=2[CH:20]=1. Product: [CH3:17][C:11]1[CH:12]=[CH:13][CH:14]=[C:15]([CH3:16])[C:10]=1[C:5]1[N:4]=[C:3]([CH2:2][O:18][C:19]2[N:24]=[CH:23][C:22]3[CH:25]4[CH:28]([C:29]([O:31][CH2:32][CH3:33])=[O:30])[CH:26]4[CH2:27][C:21]=3[CH:20]=2)[C:8]([F:9])=[CH:7][CH:6]=1. The catalyst class is: 11. (2) Reactant: [F:1][C:2]([F:18])([F:17])[C:3]1[CH:8]=[CH:7][C:6]([C:9]2[CH:14]=[CH:13][CH:12]=[C:11]([CH2:15][NH2:16])[CH:10]=2)=[CH:5][CH:4]=1.[C:19]([O:23][C:24]([N:26]([CH3:32])[C@@H:27]([CH3:31])[C:28](O)=[O:29])=[O:25])([CH3:22])([CH3:21])[CH3:20].C(N(CC)C(C)C)(C)C.CN(C(ON1N=NC2C=CC=NC1=2)=[N+](C)C)C.F[P-](F)(F)(F)(F)F. Product: [C:19]([O:23][C:24](=[O:25])[N:26]([CH3:32])[C@H:27]([C:28](=[O:29])[NH:16][CH2:15][C:11]1[CH:10]=[C:9]([C:6]2[CH:5]=[CH:4][C:3]([C:2]([F:17])([F:18])[F:1])=[CH:8][CH:7]=2)[CH:14]=[CH:13][CH:12]=1)[CH3:31])([CH3:20])([CH3:22])[CH3:21]. The catalyst class is: 163.